Dataset: Catalyst prediction with 721,799 reactions and 888 catalyst types from USPTO. Task: Predict which catalyst facilitates the given reaction. (1) Reactant: [CH3:1][C:2]1[N:6]2[C:7]3[C:12]([CH:13]=[CH:14][C:5]2=[N:4][N:3]=1)=[C:11]([CH2:15][CH:16]=O)[CH:10]=[CH:9][CH:8]=3.COC(O)CC1C=CC=C2C=1C=CC1N2C(C)=NN=1.[CH3:37][C:38]1[CH:47]=[CH:46][C:45]2[C:40](=[CH:41][CH:42]=[CH:43][C:44]=2[N:48]2[CH2:53][CH2:52][NH:51][C@H:50](C)[CH2:49]2)[N:39]=1.C(O[BH-](OC(=O)C)OC(=O)C)(=O)C.[Na+].[Cl:69]CCCl.C(#N)C. Product: [ClH:69].[ClH:69].[CH3:1][C:2]1[N:6]2[C:7]3[C:12]([CH:13]=[CH:14][C:5]2=[N:4][N:3]=1)=[C:11]([CH2:15][CH2:16][N:51]1[CH2:52][CH2:53][N:48]([C:44]2[CH:43]=[CH:42][CH:41]=[C:40]4[C:45]=2[CH:46]=[CH:47][C:38]([CH3:37])=[N:39]4)[CH2:49][CH2:50]1)[CH:10]=[CH:9][CH:8]=3. The catalyst class is: 15. (2) Reactant: [CH:1]1([C@H:4]([NH:31][C:32](=[O:54])[C@H:33]([CH:39]([C:47]2[CH:52]=[CH:51][C:50]([F:53])=[CH:49][CH:48]=2)[C:40]2[CH:45]=[CH:44][C:43]([F:46])=[CH:42][CH:41]=2)[NH:34][C:35]([O:37][CH3:38])=[O:36])[CH2:5][CH2:6][CH2:7][C@H:8]([N:11]([CH2:26][CH2:27][CH:28]([CH3:30])[CH3:29])[S:12]([C:15]2[CH:24]=[CH:23][C:18]([C:19](OC)=[O:20])=[C:17]([F:25])[CH:16]=2)(=[O:14])=[O:13])[CH2:9][OH:10])[CH2:3][CH2:2]1.[BH4-].[Li+]. Product: [CH:1]1([C@H:4]([NH:31][C:32](=[O:54])[C@H:33]([CH:39]([C:47]2[CH:52]=[CH:51][C:50]([F:53])=[CH:49][CH:48]=2)[C:40]2[CH:45]=[CH:44][C:43]([F:46])=[CH:42][CH:41]=2)[NH:34][C:35]([O:37][CH3:38])=[O:36])[CH2:5][CH2:6][CH2:7][C@H:8]([N:11]([S:12]([C:15]2[CH:24]=[CH:23][C:18]([CH2:19][OH:20])=[C:17]([F:25])[CH:16]=2)(=[O:13])=[O:14])[CH2:26][CH2:27][CH:28]([CH3:30])[CH3:29])[CH2:9][OH:10])[CH2:3][CH2:2]1. The catalyst class is: 1. (3) Reactant: [Cl:1][C:2]1[CH:7]=[C:6]([CH3:8])[C:5]([CH3:9])=[CH:4][C:3]=1[CH2:10][C:11]([N:13]([C:15]1([C:23]#N)[CH2:20][CH2:19][N:18]([O:21][CH3:22])[CH2:17][CH2:16]1)[CH3:14])=[O:12].S(=O)(=O)(O)[OH:26].[OH-].[Na+]. Product: [Cl:1][C:2]1[CH:7]=[C:6]([CH3:8])[C:5]([CH3:9])=[CH:4][C:3]=1[C:10]1[C:11](=[O:12])[N:13]([CH3:14])[C:15]2([CH2:20][CH2:19][N:18]([O:21][CH3:22])[CH2:17][CH2:16]2)[C:23]=1[OH:26]. The catalyst class is: 5. (4) Reactant: [NH2:1][C:2]1[C:7]([C:8]#[N:9])=[C:6]([C:10]2[CH:15]=[CH:14][C:13]([Cl:16])=[CH:12][C:11]=2[Cl:17])[N:5]=[C:4]([C:18]2[CH:23]=[CH:22][CH:21]=[CH:20][CH:19]=2)[N:3]=1.O.C(OCC)(=O)C. Product: [NH2:9][CH2:8][C:7]1[C:2]([NH2:1])=[N:3][C:4]([C:18]2[CH:23]=[CH:22][CH:21]=[CH:20][CH:19]=2)=[N:5][C:6]=1[C:10]1[CH:15]=[CH:14][C:13]([Cl:16])=[CH:12][C:11]=1[Cl:17]. The catalyst class is: 1. (5) Reactant: [C:1]([O:5][C:6]([N:8]1[CH2:11][C:10]([C:13]2[CH:18]=[CH:17][C:16]([C:19](=[O:21])[CH3:20])=[CH:15][CH:14]=2)([F:12])[CH2:9]1)=[O:7])([CH3:4])([CH3:3])[CH3:2].[Cl:22][C:23]1[CH:24]=[C:25]([C:30](=[O:35])[C:31]([F:34])([F:33])[F:32])[CH:26]=[C:27]([Cl:29])[CH:28]=1.C(N(CC)CC)C. Product: [C:1]([O:5][C:6]([N:8]1[CH2:11][C:10]([C:13]2[CH:14]=[CH:15][C:16]([C:19](=[O:21])[CH2:20][C:30]([C:25]3[CH:26]=[C:27]([Cl:29])[CH:28]=[C:23]([Cl:22])[CH:24]=3)([OH:35])[C:31]([F:34])([F:33])[F:32])=[CH:17][CH:18]=2)([F:12])[CH2:9]1)=[O:7])([CH3:4])([CH3:2])[CH3:3]. The catalyst class is: 194. (6) Reactant: [OH-].[Na+].[OH:3][C:4]1[CH:11]=[CH:10][C:7]([CH:8]=[O:9])=[CH:6][CH:5]=1.[I-].[Na+].Cl[CH2:15][CH2:16][CH2:17][CH2:18][CH2:19][CH2:20][OH:21]. Product: [OH:21][CH2:20][CH2:19][CH2:18][CH2:17][CH2:16][CH2:15][O:3][C:4]1[CH:11]=[CH:10][C:7]([CH:8]=[O:9])=[CH:6][CH:5]=1. The catalyst class is: 97. (7) Reactant: [C:1]([C:3]1[CH:4]=[C:5]([CH:10]2[C:15]([C:16]#[N:17])=[C:14]([CH3:18])[NH:13][C:12]([CH3:19])=[C:11]2[C:20]#[N:21])[CH:6]=[CH:7][C:8]=1F)#[N:2].O.[NH2:23][NH2:24]. Product: [NH2:2][C:1]1[C:3]2[C:8](=[CH:7][CH:6]=[C:5]([CH:10]3[C:15]([C:16]#[N:17])=[C:14]([CH3:18])[NH:13][C:12]([CH3:19])=[C:11]3[C:20]#[N:21])[CH:4]=2)[NH:24][N:23]=1. The catalyst class is: 51. (8) Reactant: [CH3:1][C:2]1[O:6][C:5]([CH2:7][NH:8][C:9]2[CH:18]=[CH:17][C:16]3[C:15]([NH2:19])=[CH:14][CH:13]=[CH:12][C:11]=3[N:10]=2)=[CH:4][CH:3]=1.C(N(CC)C(C)C)(C)C.[C:29]1([S:35](Cl)(=[O:37])=[O:36])[CH:34]=[CH:33][CH:32]=[CH:31][CH:30]=1.O. Product: [CH3:1][C:2]1[O:6][C:5]([CH2:7][NH:8][C:9]2[CH:18]=[CH:17][C:16]3[C:11](=[CH:12][CH:13]=[CH:14][C:15]=3[NH:19][S:35]([C:29]3[CH:34]=[CH:33][CH:32]=[CH:31][CH:30]=3)(=[O:37])=[O:36])[N:10]=2)=[CH:4][CH:3]=1. The catalyst class is: 9. (9) Reactant: [CH3:1][N:2]([CH3:17])[C:3]1[CH:4]=[C:5]([CH:9]=[C:10]([C:12]([O:14][CH2:15][CH3:16])=[O:13])[CH:11]=1)[C:6](O)=[O:7].B.C1COCC1. Product: [CH3:17][N:2]([CH3:1])[C:3]1[CH:11]=[C:10]([CH:9]=[C:5]([CH2:6][OH:7])[CH:4]=1)[C:12]([O:14][CH2:15][CH3:16])=[O:13]. The catalyst class is: 1. (10) Reactant: [C:1]([C:5]1[CH:10]=[CH:9][C:8]([C@@H:11]([NH:13][C:14]([C:16]2[CH:17]=[C:18]3[C:22](=[CH:23][CH:24]=2)[N:21]([CH2:25][C:26]2[CH:27]=[CH:28][C:29]([Cl:38])=[C:30]([CH:37]=2)[O:31][C@@H:32]([CH3:36])[C:33]([OH:35])=O)[C:20]([CH3:39])=[C:19]3[CH3:40])=[O:15])[CH3:12])=[CH:7][CH:6]=1)([CH3:4])([CH3:3])[CH3:2].[NH4+].[Cl-].C[N:44](C(ON1N=NC2C=CC=NC1=2)=[N+](C)C)C.F[P-](F)(F)(F)(F)F.CCN(C(C)C)C(C)C. Product: [NH2:44][C:33](=[O:35])[C@@H:32]([O:31][C:30]1[CH:37]=[C:26]([CH:27]=[CH:28][C:29]=1[Cl:38])[CH2:25][N:21]1[C:22]2[C:18](=[CH:17][C:16]([C:14]([NH:13][C@H:11]([C:8]3[CH:9]=[CH:10][C:5]([C:1]([CH3:2])([CH3:4])[CH3:3])=[CH:6][CH:7]=3)[CH3:12])=[O:15])=[CH:24][CH:23]=2)[C:19]([CH3:40])=[C:20]1[CH3:39])[CH3:36]. The catalyst class is: 2.